This data is from NCI-60 drug combinations with 297,098 pairs across 59 cell lines. The task is: Regression. Given two drug SMILES strings and cell line genomic features, predict the synergy score measuring deviation from expected non-interaction effect. (1) Cell line: OVCAR-8. Drug 1: CC1=C(C=C(C=C1)NC(=O)C2=CC=C(C=C2)CN3CCN(CC3)C)NC4=NC=CC(=N4)C5=CN=CC=C5. Drug 2: CNC(=O)C1=NC=CC(=C1)OC2=CC=C(C=C2)NC(=O)NC3=CC(=C(C=C3)Cl)C(F)(F)F. Synergy scores: CSS=-2.81, Synergy_ZIP=-0.379, Synergy_Bliss=-3.27, Synergy_Loewe=-3.91, Synergy_HSA=-3.75. (2) Drug 1: C1=CC(=C2C(=C1NCCNCCO)C(=O)C3=C(C=CC(=C3C2=O)O)O)NCCNCCO. Cell line: SN12C. Synergy scores: CSS=44.3, Synergy_ZIP=2.57, Synergy_Bliss=3.37, Synergy_Loewe=2.15, Synergy_HSA=4.03. Drug 2: CC1C(C(=O)NC(C(=O)N2CCCC2C(=O)N(CC(=O)N(C(C(=O)O1)C(C)C)C)C)C(C)C)NC(=O)C3=C4C(=C(C=C3)C)OC5=C(C(=O)C(=C(C5=N4)C(=O)NC6C(OC(=O)C(N(C(=O)CN(C(=O)C7CCCN7C(=O)C(NC6=O)C(C)C)C)C)C(C)C)C)N)C. (3) Drug 1: C1=CC(=CC=C1CCCC(=O)O)N(CCCl)CCCl. Drug 2: C1=CN(C(=O)N=C1N)C2C(C(C(O2)CO)O)O.Cl. Cell line: HCT-15. Synergy scores: CSS=38.3, Synergy_ZIP=-7.25, Synergy_Bliss=-2.37, Synergy_Loewe=-8.78, Synergy_HSA=0.551. (4) Drug 1: CCC1(CC2CC(C3=C(CCN(C2)C1)C4=CC=CC=C4N3)(C5=C(C=C6C(=C5)C78CCN9C7C(C=CC9)(C(C(C8N6C=O)(C(=O)OC)O)OC(=O)C)CC)OC)C(=O)OC)O.OS(=O)(=O)O. Synergy scores: CSS=-2.92, Synergy_ZIP=9.36, Synergy_Bliss=12.8, Synergy_Loewe=0.762, Synergy_HSA=1.58. Drug 2: C1CN(P(=O)(OC1)NCCCl)CCCl. Cell line: NCI/ADR-RES. (5) Drug 1: C1CC(=O)NC(=O)C1N2CC3=C(C2=O)C=CC=C3N. Drug 2: C1=CC(=CC=C1CCCC(=O)O)N(CCCl)CCCl. Cell line: M14. Synergy scores: CSS=5.29, Synergy_ZIP=-7.74, Synergy_Bliss=-7.29, Synergy_Loewe=-7.60, Synergy_HSA=-7.85.